Dataset: Catalyst prediction with 721,799 reactions and 888 catalyst types from USPTO. Task: Predict which catalyst facilitates the given reaction. (1) Reactant: [F:1][C:2]1[CH:7]=[CH:6][CH:5]=[CH:4][C:3]=1[S:8][CH:9]1[CH2:14][CH2:13][N:12]([C:15]([O:17][C:18]([CH3:21])([CH3:20])[CH3:19])=[O:16])[CH2:11][CH2:10]1.[OH:22]OS([O-])=O.[K+].[OH2:28]. Product: [F:1][C:2]1[CH:7]=[CH:6][CH:5]=[CH:4][C:3]=1[S:8]([CH:9]1[CH2:10][CH2:11][N:12]([C:15]([O:17][C:18]([CH3:21])([CH3:20])[CH3:19])=[O:16])[CH2:13][CH2:14]1)(=[O:22])=[O:28]. The catalyst class is: 36. (2) Reactant: C(=O)([O-])[O-].[K+].[K+].CN(C)C(=O)C.[OH:13][C:14]1[CH:23]=[CH:22][C:17]([C:18]([O:20][CH3:21])=[O:19])=[CH:16][CH:15]=1.C1(C)C=CC(S(O[CH2:34][CH2:35][C:36]2[CH:41]=[CH:40][C:39]([Cl:42])=[CH:38][CH:37]=2)(=O)=O)=CC=1. Product: [Cl:42][C:39]1[CH:40]=[CH:41][C:36]([CH2:35][CH2:34][O:13][C:14]2[CH:15]=[CH:16][C:17]([C:18]([O:20][CH3:21])=[O:19])=[CH:22][CH:23]=2)=[CH:37][CH:38]=1. The catalyst class is: 6.